Dataset: Catalyst prediction with 721,799 reactions and 888 catalyst types from USPTO. Task: Predict which catalyst facilitates the given reaction. (1) Reactant: [C:1]([C:4]1[C:5]([C:19]2[CH:24]=[CH:23][CH:22]=[CH:21][C:20]=2[Cl:25])=[N:6][N:7]([C:9]2[CH:14]=[CH:13][N:12]=[C:11]([NH:15][C:16](=[O:18])[CH3:17])[CH:10]=2)[CH:8]=1)(=O)[CH3:2].C[N:27]([CH:29](OC)OC)C.Cl.[NH2:35]N. Product: [Cl:25][C:20]1[CH:21]=[CH:22][CH:23]=[CH:24][C:19]=1[C:5]1[C:4]([C:1]2[CH:2]=[CH:29][NH:27][N:35]=2)=[CH:8][N:7]([C:9]2[CH:14]=[CH:13][N:12]=[C:11]([NH:15][C:16](=[O:18])[CH3:17])[CH:10]=2)[N:6]=1. The catalyst class is: 11. (2) Reactant: [OH:1][C:2]([CH3:13])([CH3:12])[CH2:3]/[CH:4]=[N:5]/[S:6]([C:8]([CH3:11])([CH3:10])[CH3:9])=[O:7].[CH:14]1([Mg]Br)[CH2:16][CH2:15]1.[NH4+].[Cl-]. Product: [CH:14]1([CH:4]([NH:5][S:6]([C:8]([CH3:11])([CH3:10])[CH3:9])=[O:7])[CH2:3][C:2]([OH:1])([CH3:13])[CH3:12])[CH2:16][CH2:15]1. The catalyst class is: 2. (3) Reactant: Cl[CH2:2][CH2:3][CH2:4][C@H:5]1[CH2:9][CH2:8][C@@H:7]([C:10]2[CH:15]=[CH:14][C:13]([F:16])=[CH:12][CH:11]=2)[N:6]1[S:17]([C:20]1[CH:25]=[CH:24][C:23]([CH3:26])=[CH:22][CH:21]=1)(=[O:19])=[O:18].[NH:27]1[CH:31]=[CH:30][N:29]=[CH:28]1. Product: [F:16][C:13]1[CH:14]=[CH:15][C:10]([C@H:7]2[N:6]([S:17]([C:20]3[CH:25]=[CH:24][C:23]([CH3:26])=[CH:22][CH:21]=3)(=[O:19])=[O:18])[C@@H:5]([CH2:4][CH2:3][CH2:2][N:27]3[CH:31]=[CH:30][N:29]=[CH:28]3)[CH2:9][CH2:8]2)=[CH:11][CH:12]=1. The catalyst class is: 22.